This data is from Forward reaction prediction with 1.9M reactions from USPTO patents (1976-2016). The task is: Predict the product of the given reaction. (1) Given the reactants C([O:3][C:4](=O)[CH:5](O)[CH:6]([C:13]1[CH:18]=[CH:17][C:16]([O:19][CH:20]2[CH2:25][CH2:24][CH2:23][CH2:22][CH2:21]2)=[C:15]([Br:26])[CH:14]=1)[C:7](=O)[CH2:8][CH2:9][CH2:10][CH3:11])C.O.[NH2:30][NH2:31], predict the reaction product. The product is: [Br:26][C:15]1[CH:14]=[C:13]([C:6]2[CH:5]=[C:4]([OH:3])[N:30]=[N:31][C:7]=2[CH2:8][CH2:9][CH2:10][CH3:11])[CH:18]=[CH:17][C:16]=1[O:19][CH:20]1[CH2:25][CH2:24][CH2:23][CH2:22][CH2:21]1. (2) Given the reactants C([O:8][CH2:9][C:10]1[NH:11][C:12]([C:19]2[C:20]([CH3:30])=[CH:21][C:22]([CH3:29])=[C:23]([CH:28]=2)[C:24]([O:26][CH3:27])=[O:25])=[C:13]([C:15]([F:18])([F:17])[F:16])[N:14]=1)C1C=CC=CC=1.Cl.[H][H], predict the reaction product. The product is: [OH:8][CH2:9][C:10]1[NH:11][C:12]([C:19]2[C:20]([CH3:30])=[CH:21][C:22]([CH3:29])=[C:23]([CH:28]=2)[C:24]([O:26][CH3:27])=[O:25])=[C:13]([C:15]([F:16])([F:18])[F:17])[N:14]=1. (3) Given the reactants [CH3:1][O:2][C:3]1[CH:4]=[C:5]([CH2:11][CH2:12][NH2:13])[CH:6]=[CH:7][C:8]=1[O:9][CH3:10].[C:14]1([CH2:20][CH2:21][C:22](Cl)=[O:23])[CH:19]=[CH:18][CH:17]=[CH:16][CH:15]=1, predict the reaction product. The product is: [CH3:1][O:2][C:3]1[CH:4]=[C:5]([CH2:11][CH2:12][NH:13][C:22](=[O:23])[CH2:21][CH2:20][C:14]2[CH:19]=[CH:18][CH:17]=[CH:16][CH:15]=2)[CH:6]=[CH:7][C:8]=1[O:9][CH3:10]. (4) Given the reactants [Cl:1][C:2]1[CH:3]=[C:4]([NH:16][C:17]2[C:27]3[CH:26]=[C:25]([C:28]([O:30][CH3:31])=[O:29])[CH2:24][CH2:23][N:22](CC4C=CC(OC)=CC=4)[C:21]=3[N:20]=[CH:19][N:18]=2)[CH:5]=[CH:6][C:7]=1[O:8][C:9]1[CH:14]=[CH:13][CH:12]=[C:11]([Cl:15])[CH:10]=1.FC(F)(F)C(O)=O, predict the reaction product. The product is: [Cl:1][C:2]1[CH:3]=[C:4]([NH:16][C:17]2[C:27]3[CH:26]=[C:25]([C:28]([O:30][CH3:31])=[O:29])[CH2:24][CH2:23][NH:22][C:21]=3[N:20]=[CH:19][N:18]=2)[CH:5]=[CH:6][C:7]=1[O:8][C:9]1[CH:14]=[CH:13][CH:12]=[C:11]([Cl:15])[CH:10]=1.